From a dataset of Catalyst prediction with 721,799 reactions and 888 catalyst types from USPTO. Predict which catalyst facilitates the given reaction. Reactant: [Cl:1][C:2]1[CH:28]=[CH:27][C:5]([O:6][C:7]2[CH:12]=[CH:11][C:10]([NH:13][CH:14]([C:17]3[CH:22]=[CH:21][CH:20]=[C:19]([C:23]([F:26])([F:25])[F:24])[CH:18]=3)[CH2:15][NH2:16])=[CH:9][CH:8]=2)=[CH:4][CH:3]=1.[C:29](=S)=[S:30].CCN(C(C)C)C(C)C. Product: [Cl:1][C:2]1[CH:3]=[CH:4][C:5]([O:6][C:7]2[CH:12]=[CH:11][C:10]([N:13]3[CH:14]([C:17]4[CH:22]=[CH:21][CH:20]=[C:19]([C:23]([F:24])([F:25])[F:26])[CH:18]=4)[CH2:15][NH:16][C:29]3=[S:30])=[CH:9][CH:8]=2)=[CH:27][CH:28]=1. The catalyst class is: 14.